From a dataset of Full USPTO retrosynthesis dataset with 1.9M reactions from patents (1976-2016). Predict the reactants needed to synthesize the given product. (1) Given the product [CH2:23]([C:20]1[S:19][C:18]([C:16]2[O:15][N:14]=[C:13]([C:9]3[CH:10]=[C:11]([CH3:12])[C:6]([O:5][CH2:4][CH:3]([OH:26])[CH2:2][NH:1][C:37](=[O:38])[CH2:36][OH:39])=[C:7]([CH3:25])[CH:8]=3)[N:17]=2)=[CH:22][CH:21]=1)[CH3:24], predict the reactants needed to synthesize it. The reactants are: [NH2:1][CH2:2][CH:3]([OH:26])[CH2:4][O:5][C:6]1[C:11]([CH3:12])=[CH:10][C:9]([C:13]2[N:17]=[C:16]([C:18]3[S:19][C:20]([CH2:23][CH3:24])=[CH:21][CH:22]=3)[O:15][N:14]=2)=[CH:8][C:7]=1[CH3:25].CCN(C(C)C)C(C)C.[C:36](O)(=[O:39])[CH2:37][OH:38].CN(C(ON1N=NC2C=CC=CC1=2)=[N+](C)C)C.[B-](F)(F)(F)F. (2) Given the product [CH:1]1([C:4]2[C:5]([O:23][CH2:24][C:25]([F:26])([F:28])[F:27])=[CH:6][C:7]([C:10]([NH:12][C:13]([C:16]3[N:20]=[C:19]([CH3:21])[O:18][N:17]=3)([CH3:22])[CH2:14][N:33]3[CH2:34][C:31]([F:35])([F:30])[CH2:32]3)=[O:11])=[N:8][CH:9]=2)[CH2:3][CH2:2]1, predict the reactants needed to synthesize it. The reactants are: [CH:1]1([C:4]2[C:5]([O:23][CH2:24][C:25]([F:28])([F:27])[F:26])=[CH:6][C:7]([C:10]([NH:12][C:13]([CH3:22])([C:16]3[N:20]=[C:19]([CH3:21])[O:18][N:17]=3)[CH:14]=O)=[O:11])=[N:8][CH:9]=2)[CH2:3][CH2:2]1.Cl.[F:30][C:31]1([F:35])[CH2:34][NH:33][CH2:32]1.C(N(CC)CC)C.C(O[BH-](OC(=O)C)OC(=O)C)(=O)C.[Na+]. (3) Given the product [C:11]1([C@H:9]([NH:21][CH2:2][C:3]([O:5][CH2:6][CH3:7])=[O:4])[CH3:8])[CH:16]=[CH:15][CH:14]=[CH:13][CH:12]=1, predict the reactants needed to synthesize it. The reactants are: Br[CH2:2][C:3]([O:5][CH2:6][CH3:7])=[O:4].[C:8]([O-])(=O)[C@@H:9]([C:11]1[CH:16]=[CH:15][CH:14]=[CH:13][CH:12]=1)O.C([N:21](C(C)C)C(C)C)C. (4) Given the product [Br:24][CH2:12][CH2:11][N:10]([CH2:9][CH2:8][O:7][C:6]1[CH:22]=[CH:23][C:3]([C:1]#[N:2])=[CH:4][CH:5]=1)[S:18]([CH3:21])(=[O:20])=[O:19], predict the reactants needed to synthesize it. The reactants are: [C:1]([C:3]1[CH:23]=[CH:22][C:6]([O:7][CH2:8][CH2:9][N:10]([S:18]([CH3:21])(=[O:20])=[O:19])[CH2:11][CH2:12]OS(C)(=O)=O)=[CH:5][CH:4]=1)#[N:2].[Br-:24].[Li+]. (5) Given the product [C:1]([NH:12][CH2:13][CH2:14][C:15]([NH:17][C:18]1[CH:19]=[C:20]([C:24]2[CH:29]=[C:28]([C:30]3[CH:35]=[CH:34][C:33]([Cl:36])=[CH:32][C:31]=3[OH:37])[N:27]=[C:26]([NH:38][C:39]([C:41]3[S:42][CH:43]=[CH:44][CH:45]=3)=[O:40])[C:25]=2[C:46]#[N:47])[CH:21]=[CH:22][CH:23]=1)=[O:16])(=[O:3])[CH3:2], predict the reactants needed to synthesize it. The reactants are: [C:1](O)(=[O:3])[CH3:2].FC(F)(F)C(O)=O.[NH2:12][CH2:13][CH2:14][C:15]([NH:17][C:18]1[CH:19]=[C:20]([C:24]2[CH:29]=[C:28]([C:30]3[CH:35]=[CH:34][C:33]([Cl:36])=[CH:32][C:31]=3[OH:37])[N:27]=[C:26]([NH:38][C:39]([C:41]3[S:42][CH:43]=[CH:44][CH:45]=3)=[O:40])[C:25]=2[C:46]#[N:47])[CH:21]=[CH:22][CH:23]=1)=[O:16].C(N(CC)CC)C. (6) Given the product [O:38]=[C:39]1[C:47]2[C:42](=[CH:43][C:44]([C:48]3[CH:49]=[CH:50][C:51]([NH:54][C:55]([NH:57][C:58]4[CH:63]=[CH:62][CH:61]=[C:60]([C:64]([F:66])([F:65])[F:67])[CH:59]=4)=[O:56])=[CH:52][CH:53]=3)=[CH:45][CH:46]=2)[CH2:41][N:40]1[C:68]1([C:73]([OH:75])=[O:74])[CH2:72][CH2:71][CH2:70][CH2:69]1, predict the reactants needed to synthesize it. The reactants are: CC(C)[C@@H](N1CC2C(=CC=C(C3C=CC(NC(NC4C=CC=C(C(F)(F)F)C=4)=O)=CC=3)C=2)C1=O)C(O)=O.[O:38]=[C:39]1[C:47]2[C:42](=[CH:43][C:44]([C:48]3[CH:53]=[CH:52][C:51]([NH:54][C:55]([NH:57][C:58]4[CH:63]=[CH:62][CH:61]=[C:60]([C:64]([F:67])([F:66])[F:65])[CH:59]=4)=[O:56])=[CH:50][CH:49]=3)=[CH:45][CH:46]=2)[CH2:41][N:40]1[C:68]1([C:73]([O:75]C)=[O:74])[CH2:72][CH2:71][CH2:70][CH2:69]1. (7) The reactants are: C(Cl)(=O)C(Cl)=O.CS(C)=O.[F:11][C:12]1[CH:52]=[CH:51][CH:50]=[C:49]([F:53])[C:13]=1[CH2:14][N:15]1[C:20]2[S:21][C:22]([C:31]3[CH:36]=[CH:35][C:34]([NH:37][C:38]([NH:40][O:41][CH3:42])=[O:39])=[CH:33][CH:32]=3)=[C:23]([CH2:24][N:25]([CH2:27][CH2:28][O:29][CH3:30])[CH3:26])[C:19]=2[C:18](=[O:43])[N:17]([CH2:44][CH:45]([OH:47])[CH3:46])[C:16]1=[O:48].C(N(CC)CC)C.[Cl-].[NH4+]. Given the product [F:53][C:49]1[CH:50]=[CH:51][CH:52]=[C:12]([F:11])[C:13]=1[CH2:14][N:15]1[C:20]2[S:21][C:22]([C:31]3[CH:32]=[CH:33][C:34]([NH:37][C:38]([NH:40][O:41][CH3:42])=[O:39])=[CH:35][CH:36]=3)=[C:23]([CH2:24][N:25]([CH2:27][CH2:28][O:29][CH3:30])[CH3:26])[C:19]=2[C:18](=[O:43])[N:17]([CH2:44][C:45](=[O:47])[CH3:46])[C:16]1=[O:48], predict the reactants needed to synthesize it.